The task is: Predict the reactants needed to synthesize the given product.. This data is from Full USPTO retrosynthesis dataset with 1.9M reactions from patents (1976-2016). The reactants are: COC1C=CC(C[N:8]2[C:26](=[O:27])[N:25]3[CH:21]([CH2:22][CH:23]([O:28][C:29]4[CH:34]=[C:33]([O:35][CH3:36])[N:32]=[C:31]([C:37]5[CH:42]=[CH:41][CH:40]=[CH:39][CH:38]=5)[N:30]=4)[CH2:24]3)[C:20](=[O:43])[NH:19][C:18]3([C:44]([NH:46][S:47]([CH:50]4[CH2:52][CH2:51]4)(=[O:49])=[O:48])=[O:45])[CH:16]([CH2:17]3)[CH:15]=[CH:14][CH2:13][CH2:12][CH2:11][CH2:10][CH2:9]2)=CC=1.C(Cl)Cl.C([O-])(O)=O.[Na+]. Given the product [CH3:36][O:35][C:33]1[N:32]=[C:31]([C:37]2[CH:38]=[CH:39][CH:40]=[CH:41][CH:42]=2)[N:30]=[C:29]([O:28][CH:23]2[CH2:22][CH:21]3[N:25]([C:26](=[O:27])[NH:8][CH2:9][CH2:10][CH2:11][CH2:12][CH2:13][CH:14]=[CH:15][CH:16]4[C:18]([C:44]([NH:46][S:47]([CH:50]5[CH2:52][CH2:51]5)(=[O:49])=[O:48])=[O:45])([NH:19][C:20]3=[O:43])[CH2:17]4)[CH2:24]2)[CH:34]=1, predict the reactants needed to synthesize it.